This data is from Catalyst prediction with 721,799 reactions and 888 catalyst types from USPTO. The task is: Predict which catalyst facilitates the given reaction. Reactant: [NH2:1][C:2]1[C:10]2[C:5](=[CH:6][CH:7]=[C:8]([CH:11]=[O:12])[CH:9]=2)[NH:4][N:3]=1.[C:13](O[C:13]([O:15][C:16]([CH3:19])([CH3:18])[CH3:17])=[O:14])([O:15][C:16]([CH3:19])([CH3:18])[CH3:17])=[O:14].C(N(CC)CC)C. Product: [CH:11]([C:8]1[CH:9]=[C:10]2[C:5](=[CH:6][CH:7]=1)[NH:4][N:3]=[C:2]2[NH:1][C:13](=[O:14])[O:15][C:16]([CH3:19])([CH3:18])[CH3:17])=[O:12]. The catalyst class is: 3.